Dataset: Reaction yield outcomes from USPTO patents with 853,638 reactions. Task: Predict the reaction yield, written as a fraction of the theoretical maximum amount of product (1.0 means a 100% yield; for example, 0.34 means a 34% yield). The reactants are [C:1]([C:3]1[CH:4]=[C:5]([C:9]2[CH:10]=[CH:11][C:12]3[O:16][C:15]([C:17]4[CH:22]=[CH:21][C:20]([F:23])=[CH:19][CH:18]=4)=[C:14]([C:24]([NH:26][CH3:27])=[O:25])[C:13]=3[CH:28]=2)[CH:6]=[CH:7][CH:8]=1)#[N:2].N[C@@H:30]([CH:33]([CH3:35])[CH3:34])[CH2:31][OH:32]. The catalyst is C1(Cl)C=CC=CC=1.[Cl-].[Zn+2].[Cl-]. The product is [F:23][C:20]1[CH:21]=[CH:22][C:17]([C:15]2[O:16][C:12]3[CH:11]=[CH:10][C:9]([C:5]4[CH:6]=[CH:7][CH:8]=[C:3]([C:1]5[O:32][CH2:31][C@H:30]([CH:33]([CH3:35])[CH3:34])[N:2]=5)[CH:4]=4)=[CH:28][C:13]=3[C:14]=2[C:24]([NH:26][CH3:27])=[O:25])=[CH:18][CH:19]=1. The yield is 0.170.